Dataset: Forward reaction prediction with 1.9M reactions from USPTO patents (1976-2016). Task: Predict the product of the given reaction. (1) Given the reactants [CH3:1][C:2]([S:21]([CH3:24])(=[O:23])=[O:22])([CH2:6][CH2:7][C:8]1[CH:13]=[CH:12][C:11]([O:14][C:15]2[CH:20]=[CH:19][CH:18]=[CH:17][CH:16]=2)=[CH:10][CH:9]=1)[C:3](O)=[O:4].O.ON1C2C=CC=CC=2N=N1.C(N(CC)CC)C.[O:43]1[CH2:48][CH2:47][CH2:46][CH2:45][CH:44]1[O:49][NH2:50], predict the reaction product. The product is: [CH3:1][C:2]([S:21]([CH3:24])(=[O:23])=[O:22])([CH2:6][CH2:7][C:8]1[CH:9]=[CH:10][C:11]([O:14][C:15]2[CH:20]=[CH:19][CH:18]=[CH:17][CH:16]=2)=[CH:12][CH:13]=1)[C:3]([NH:50][O:49][CH:44]1[CH2:45][CH2:46][CH2:47][CH2:48][O:43]1)=[O:4]. (2) The product is: [CH3:1][O:2][C:3](=[O:16])[CH2:4][C:5]1[CH:6]=[N:7][C:8]([CH2:14][CH3:15])=[C:9]([CH2:11][C:12]#[N:22])[CH:10]=1. Given the reactants [CH3:1][O:2][C:3](=[O:16])[CH2:4][C:5]1[CH:6]=[N:7][C:8]([CH2:14][CH3:15])=[C:9]([CH2:11][CH:12]=O)[CH:10]=1.Cl.NO.C([N:22](CC)CC)C.C1(=O)OC(=O)C2=CC=CC=C12, predict the reaction product. (3) Given the reactants [CH3:1][C:2]1[CH:10]=[CH:9][CH:8]=[CH:7][C:3]=1[C:4]([OH:6])=O.[C:11]([CH:13]1[CH2:18][CH2:17][CH:16]([N:19]([CH3:21])[CH3:20])[CH2:15][CH2:14]1)#[N:12], predict the reaction product. The product is: [CH3:20][N:19]([CH3:21])[CH:16]1[CH2:17][CH2:18][CH:13]([C:11]2[NH:12][C:4](=[O:6])[C:3]3[C:2]([CH:1]=2)=[CH:10][CH:9]=[CH:8][CH:7]=3)[CH2:14][CH2:15]1.